This data is from Full USPTO retrosynthesis dataset with 1.9M reactions from patents (1976-2016). The task is: Predict the reactants needed to synthesize the given product. Given the product [CH2:37]([O:38][C:8](=[O:12])[CH:7]([CH:13]([CH3:14])[CH3:15])[C:6](=[O:58])[CH2:5][CH2:4][CH:1]1[CH2:2][CH2:3]1)[CH3:36], predict the reactants needed to synthesize it. The reactants are: [CH:1]1([CH2:4][C:5]2[C:6](C(C3C=C(C=C(C)C=3)C#N)=O)=[C:7]([CH:13]([CH3:15])[CH3:14])[C:8](=[O:12])NC=2C)[CH2:3][CH2:2]1.C1(CC2C(C)=NC(OC)=C(C(C)C)[C:36]=2[C:37](C2C=C(C=C(C)C=2)C#N)=[O:38])CC1.C(#N)C.C[OH:58].